This data is from NCI-60 drug combinations with 297,098 pairs across 59 cell lines. The task is: Regression. Given two drug SMILES strings and cell line genomic features, predict the synergy score measuring deviation from expected non-interaction effect. (1) Drug 1: CCN(CC)CCCC(C)NC1=C2C=C(C=CC2=NC3=C1C=CC(=C3)Cl)OC. Drug 2: C1CNP(=O)(OC1)N(CCCl)CCCl. Cell line: UACC-257. Synergy scores: CSS=5.47, Synergy_ZIP=0.248, Synergy_Bliss=1.90, Synergy_Loewe=-3.07, Synergy_HSA=-0.748. (2) Drug 1: CN(CC1=CN=C2C(=N1)C(=NC(=N2)N)N)C3=CC=C(C=C3)C(=O)NC(CCC(=O)O)C(=O)O. Drug 2: CC1CCCC2(C(O2)CC(NC(=O)CC(C(C(=O)C(C1O)C)(C)C)O)C(=CC3=CSC(=N3)C)C)C. Cell line: NCI-H522. Synergy scores: CSS=51.5, Synergy_ZIP=-2.27, Synergy_Bliss=-5.14, Synergy_Loewe=-5.37, Synergy_HSA=-3.46. (3) Drug 1: CCN(CC)CCNC(=O)C1=C(NC(=C1C)C=C2C3=C(C=CC(=C3)F)NC2=O)C. Drug 2: C1CCC(C(C1)N)N.C(=O)(C(=O)[O-])[O-].[Pt+4]. Cell line: CCRF-CEM. Synergy scores: CSS=23.2, Synergy_ZIP=-8.52, Synergy_Bliss=-2.36, Synergy_Loewe=2.19, Synergy_HSA=2.30.